Dataset: Reaction yield outcomes from USPTO patents with 853,638 reactions. Task: Predict the reaction yield, written as a fraction of the theoretical maximum amount of product (1.0 means a 100% yield; for example, 0.34 means a 34% yield). (1) The reactants are [CH2:1]([NH:3][CH2:4][C:5]1[C:6]([CH3:12])=[C:7]([CH:9]=[CH:10][CH:11]=1)[NH2:8])[CH3:2].[C:13](O[C:13]([O:15][C:16]([CH3:19])([CH3:18])[CH3:17])=[O:14])([O:15][C:16]([CH3:19])([CH3:18])[CH3:17])=[O:14]. The catalyst is C1COCC1. The product is [NH2:8][C:7]1[C:6]([CH3:12])=[C:5]([CH:11]=[CH:10][CH:9]=1)[CH2:4][N:3]([CH2:1][CH3:2])[C:13](=[O:14])[O:15][C:16]([CH3:19])([CH3:18])[CH3:17]. The yield is 0.990. (2) The reactants are [C:1]([C:4]1[CH:9]=[CH:8][C:7]([O:10][CH3:11])=[CH:6][C:5]=1[NH:12][C:13]([C:15]1[S:16][CH:17]=[C:18]([CH:20]([CH3:22])[CH3:21])[N:19]=1)=O)(=[O:3])[CH3:2].CC(C)([O-])C.[K+]. The catalyst is CC(O)(C)C. The product is [CH:20]([C:18]1[N:19]=[C:15]([C:13]2[CH:2]=[C:1]([OH:3])[C:4]3[C:5](=[CH:6][C:7]([O:10][CH3:11])=[CH:8][CH:9]=3)[N:12]=2)[S:16][CH:17]=1)([CH3:22])[CH3:21]. The yield is 0.710. (3) The reactants are CC(C)([O-])C.[Na+].[C:7]([C:10]1[CH:15]=[CH:14][C:13]([O:16][CH3:17])=[C:12]([CH3:18])[C:11]=1[NH:19][C:20]([C:22]1[S:23][CH:24]=[C:25]([CH:27]([CH3:29])[CH3:28])[N:26]=1)=O)(=[O:9])[CH3:8]. The product is [CH:27]([C:25]1[N:26]=[C:22]([C:20]2[CH:8]=[C:7]([OH:9])[C:10]3[C:11](=[C:12]([CH3:18])[C:13]([O:16][CH3:17])=[CH:14][CH:15]=3)[N:19]=2)[S:23][CH:24]=1)([CH3:29])[CH3:28]. The catalyst is C(O)(C)(C)C.C(OCC)(=O)C. The yield is 0.990. (4) The product is [Cl:42][C:39]1[CH:40]=[CH:41][C:36]([CH2:35][C@@H:31]([NH:30][C:28](=[O:29])[O:27][C:23]([CH3:25])([CH3:24])[CH3:26])[C:32]([N:14]2[CH2:13][CH2:12][N:11]([C:9]3[C:8]([C:17]4[CH:18]=[CH:19][CH:20]=[CH:21][CH:22]=4)=[CH:7][N:6]=[C:5]4[NH:4][CH:3]=[C:2]([CH3:1])[C:10]=34)[CH2:16][CH2:15]2)=[O:33])=[CH:37][CH:38]=1. The reactants are [CH3:1][C:2]1[C:10]2[C:5](=[N:6][CH:7]=[C:8]([C:17]3[CH:22]=[CH:21][CH:20]=[CH:19][CH:18]=3)[C:9]=2[N:11]2[CH2:16][CH2:15][NH:14][CH2:13][CH2:12]2)[NH:4][CH:3]=1.[C:23]([O:27][C:28]([NH:30][C@H:31]([CH2:35][C:36]1[CH:41]=[CH:40][C:39]([Cl:42])=[CH:38][CH:37]=1)[C:32](O)=[O:33])=[O:29])([CH3:26])([CH3:25])[CH3:24].C1C=CC2N(O)N=NC=2C=1.O.CCN=C=NCCCN(C)C.CCN(C(C)C)C(C)C.C([O-])([O-])=O.[Na+].[Na+]. The yield is 0.381. The catalyst is C(Cl)Cl. (5) The reactants are O[C:2]1[C:11]2[C:6](=[N:7][CH:8]=[CH:9][CH:10]=2)[N:5]([C:12]2[CH:17]=[CH:16][CH:15]=[CH:14][CH:13]=2)[C:4](=[O:18])[C:3]=1[C:19](=O)[CH2:20][C:21]1[CH:26]=[CH:25][C:24]([O:27][CH3:28])=[CH:23][C:22]=1[O:29][CH3:30].O.[NH2:33][NH2:34]. The catalyst is CN(C=O)C. The product is [CH3:30][O:29][C:22]1[CH:23]=[C:24]([O:27][CH3:28])[CH:25]=[CH:26][C:21]=1[CH2:20][C:19]1[C:3]2[C:4](=[O:18])[N:5]([C:12]3[CH:13]=[CH:14][CH:15]=[CH:16][CH:17]=3)[C:6]3[N:7]=[CH:8][CH:9]=[CH:10][C:11]=3[C:2]=2[NH:34][N:33]=1. The yield is 0.870.